Task: Predict the product of the given reaction.. Dataset: Forward reaction prediction with 1.9M reactions from USPTO patents (1976-2016) (1) The product is: [C:1]([NH:5][S:6]([C:9]1[CH:14]=[CH:13][CH:12]=[C:11]([CH:15]=[O:16])[CH:10]=1)(=[O:8])=[O:7])([CH3:4])([CH3:2])[CH3:3]. Given the reactants [C:1]([NH:5][S:6]([C:9]1[CH:14]=[CH:13][CH:12]=[C:11]([CH2:15][OH:16])[CH:10]=1)(=[O:8])=[O:7])([CH3:4])([CH3:3])[CH3:2].C([O-])(O)=O.[Na+].CC(OI1(OC(C)=O)(OC(C)=O)OC(=O)C2C=CC=CC1=2)=O, predict the reaction product. (2) Given the reactants [C:1](=O)([O-])[O-].[K+].[K+].CI.[NH2:9][C:10]1[CH:37]=[CH:36][C:13]([C:14]([NH:16][C:17]2[CH:29]=[C:28]([C:30]3[CH:35]=[CH:34][CH:33]=[CH:32][CH:31]=3)[CH:27]=[CH:26][C:18]=2[C:19]([O:21][C:22]([CH3:25])([CH3:24])[CH3:23])=[O:20])=[O:15])=[C:12]([O:38][CH2:39][C:40]2[CH:45]=[CH:44][CH:43]=[CH:42][CH:41]=2)[CH:11]=1.C(O)(=O)CC(CC(O)=O)(C(O)=O)O.[CH3:59][N:60]([CH3:64])[C:61](=O)[CH3:62], predict the reaction product. The product is: [CH2:39]([O:38][C:12]1[CH:11]=[C:10]([NH:9][CH3:1])[CH:37]=[CH:36][C:13]=1[C:14]([NH:16][C:17]1[CH:29]=[C:28]([C:30]2[CH:35]=[CH:34][CH:33]=[CH:32][CH:31]=2)[CH:27]=[CH:26][C:18]=1[C:19]([O:21][C:22]([CH3:24])([CH3:25])[CH3:23])=[O:20])=[O:15])[C:40]1[CH:45]=[CH:44][CH:43]=[CH:42][CH:41]=1.[CH2:39]([O:38][C:12]1[CH:11]=[C:61]([N:60]([CH3:64])[CH3:59])[CH:62]=[CH:36][C:13]=1[C:14]([NH:16][C:17]1[CH:29]=[C:28]([C:30]2[CH:31]=[CH:32][CH:33]=[CH:34][CH:35]=2)[CH:27]=[CH:26][C:18]=1[C:19]([O:21][C:22]([CH3:25])([CH3:24])[CH3:23])=[O:20])=[O:15])[C:40]1[CH:45]=[CH:44][CH:43]=[CH:42][CH:41]=1. (3) Given the reactants [Cl:1][C:2]1[CH:7]=[CH:6][C:5]([C:8]2[N:9]([CH2:14][C@H:15]([OH:20])[C:16]([F:19])([F:18])[F:17])[C:10](=[O:13])[NH:11][N:12]=2)=[CH:4][CH:3]=1.C(=O)([O-])[O-].[Cs+].[Cs+].Cl[CH2:28][C:29]1[O:30][C:31]([C:34]2[CH:39]=[CH:38][CH:37]=[CH:36][C:35]=2[Cl:40])=[N:32][N:33]=1.O, predict the reaction product. The product is: [Cl:1][C:2]1[CH:7]=[CH:6][C:5]([C:8]2[N:9]([CH2:14][C@H:15]([OH:20])[C:16]([F:18])([F:19])[F:17])[C:10](=[O:13])[N:11]([CH2:28][C:29]3[O:30][C:31]([C:34]4[CH:39]=[CH:38][CH:37]=[CH:36][C:35]=4[Cl:40])=[N:32][N:33]=3)[N:12]=2)=[CH:4][CH:3]=1. (4) Given the reactants [CH3:1][N:2]1[CH2:7][CH:6]=[C:5]([C:8]2[CH:9]=[CH:10][C:11]([O:15][C:16]([F:19])([F:18])[F:17])=[C:12]([NH2:14])[CH:13]=2)[CH2:4][CH2:3]1, predict the reaction product. The product is: [CH3:1][N:2]1[CH2:7][CH2:6][CH:5]([C:8]2[CH:9]=[CH:10][C:11]([O:15][C:16]([F:17])([F:18])[F:19])=[C:12]([NH2:14])[CH:13]=2)[CH2:4][CH2:3]1. (5) Given the reactants [N:1]1([CH2:7][C:8]2[CH:9]=[CH:10][C:11](OS(C(F)(F)F)(=O)=O)=[N:12][CH:13]=2)[CH2:6][CH2:5][CH2:4][CH2:3][CH2:2]1.[N:22]1([CH2:28][C:29]2N=CC(O)=[CH:31][CH:30]=2)[CH2:27][CH2:26][CH2:25][CH2:24][CH2:23]1.C1C=CC(N(S(C(F)(F)F)(=O)=O)S(C(F)(F)F)(=O)=O)=CC=1, predict the reaction product. The product is: [NH3:1].[N:22]1([CH2:28][CH2:29][C:30]#[C:31][C:11]2[CH:10]=[CH:9][C:8]([CH2:7][N:1]3[CH2:6][CH2:5][CH2:4][CH2:3][CH2:2]3)=[CH:13][N:12]=2)[CH2:27][CH2:26][CH2:25][CH2:24][CH2:23]1.